From a dataset of Aqueous solubility values for 9,982 compounds from the AqSolDB database. Regression/Classification. Given a drug SMILES string, predict its absorption, distribution, metabolism, or excretion properties. Task type varies by dataset: regression for continuous measurements (e.g., permeability, clearance, half-life) or binary classification for categorical outcomes (e.g., BBB penetration, CYP inhibition). For this dataset (solubility_aqsoldb), we predict Y. The molecule is O=C(O)c1cccc(Cl)c1[N+](=O)[O-]. The Y is -2.63 log mol/L.